Dataset: Forward reaction prediction with 1.9M reactions from USPTO patents (1976-2016). Task: Predict the product of the given reaction. (1) Given the reactants C(O)(=O)C.C1COCC1.[CH3:10][NH:11][C:12]1[CH:13]=[C:14]2[C:18](=[CH:19][C:20]=1[N+:21]([O-])=O)[C:17]([F:25])([F:24])[O:16][C:15]2([F:27])[F:26], predict the reaction product. The product is: [CH3:10][NH:11][C:12]1[CH:13]=[C:14]2[C:18](=[CH:19][C:20]=1[NH2:21])[C:17]([F:24])([F:25])[O:16][C:15]2([F:27])[F:26]. (2) Given the reactants [C:1]([O:5][CH3:6])(=[O:4])[CH:2]=[CH2:3].C1(CNCC2CCCCC2)CCCCC1.Br[C:23]1[C:24]([F:29])=[N:25][CH:26]=[CH:27][CH:28]=1.N(C)(C1CCCCC1)C1CCCCC1, predict the reaction product. The product is: [F:29][C:24]1[C:23](/[CH:3]=[CH:2]/[C:1]([O:5][CH3:6])=[O:4])=[CH:28][CH:27]=[CH:26][N:25]=1. (3) Given the reactants Cl[C:2]1[N:7]=[C:6]([NH:8][C:9]2[CH:10]=[C:11]([NH:15][C:16](=[O:22])[O:17][C:18]([CH3:21])([CH3:20])[CH3:19])[CH:12]=[CH:13][CH:14]=2)[C:5]([N+:23]([O-:25])=[O:24])=[CH:4][N:3]=1.CCN(C(C)C)C(C)C.[CH3:35][O:36][CH2:37][CH2:38][O:39][C:40]1[CH:46]=[CH:45][C:43]([NH2:44])=[CH:42][CH:41]=1, predict the reaction product. The product is: [CH3:35][O:36][CH2:37][CH2:38][O:39][C:40]1[CH:46]=[CH:45][C:43]([NH:44][C:2]2[N:7]=[C:6]([NH:8][C:9]3[CH:10]=[C:11]([NH:15][C:16](=[O:22])[O:17][C:18]([CH3:21])([CH3:20])[CH3:19])[CH:12]=[CH:13][CH:14]=3)[C:5]([N+:23]([O-:25])=[O:24])=[CH:4][N:3]=2)=[CH:42][CH:41]=1. (4) Given the reactants [OH:1][C:2]1[CH:7]=[CH:6][C:5]([C:8]2[CH2:9][CH2:10][C:11](=[O:14])[NH:12][N:13]=2)=[CH:4][CH:3]=1.[N+](C1C=CC(S([O-])(=O)=O)=CC=1)([O-])=O.[Na+].Cl.O, predict the reaction product. The product is: [OH:1][C:2]1[CH:7]=[CH:6][C:5]([C:8]2[CH:9]=[CH:10][C:11](=[O:14])[NH:12][N:13]=2)=[CH:4][CH:3]=1. (5) Given the reactants [OH:1][CH:2]([CH2:11][C:12]1[CH:17]=[CH:16][CH:15]=[C:14]([O:18][C:19]2[CH:24]=[CH:23][CH:22]=[CH:21][CH:20]=2)[CH:13]=1)[CH2:3][CH2:4][CH:5]1[NH:9][C:8](=[O:10])[CH2:7][CH2:6]1.[Si:25](Cl)([C:28]([CH3:31])([CH3:30])[CH3:29])([CH3:27])[CH3:26], predict the reaction product. The product is: [C:28]([Si:25]([CH3:27])([CH3:26])[O:1][CH:2]([CH2:11][C:12]1[CH:17]=[CH:16][CH:15]=[C:14]([O:18][C:19]2[CH:24]=[CH:23][CH:22]=[CH:21][CH:20]=2)[CH:13]=1)[CH2:3][CH2:4][CH:5]1[NH:9][C:8](=[O:10])[CH2:7][CH2:6]1)([CH3:31])([CH3:30])[CH3:29].